From a dataset of Experimentally validated miRNA-target interactions with 360,000+ pairs, plus equal number of negative samples. Binary Classification. Given a miRNA mature sequence and a target amino acid sequence, predict their likelihood of interaction. (1) The protein sequence of the target gene is MAQKPKVDPHVGRLGYLQALVTEFQETQSQDAKEQVLANLANFAYDPSNYEYLRQLQVLDLFLDSLSEENETLVEFAIGGLCNLCPDRANKEHILHAGGVPLIINCLSSPNEETVLSAITTLMHLSPPGRSFLPELTATPVVQCMLRFSLSASARLRNLAQIFLEDFCSPRQVAEARSRQAHSALGIPLPRSVAPRQR. Result: 1 (interaction). The miRNA is hsa-miR-193b-3p with sequence AACUGGCCCUCAAAGUCCCGCU. (2) The miRNA is mmu-miR-3074-2-3p with sequence UGUUUCAGCUCAGUAGGCAC. The protein sequence of the target gene is MDKILEGLVSSSHPLPLKRMIVRKVVEFAEHWLDEAQCEAMFDLTTRLILEGQDPFQRQVGHQVLEAYARYHRPEFESFFNKTFVLGLLQQGYHSVDRKDVAILDYIHNGLKLIMSCPSVLDLFSLLQVEVLRMVCERPEPVLCARLSDLLTDFVQCVPKGKLSVTFCQQLVRTIGHFQCVSTQEKELREYVSQVTKVSTLLQNIWKAEPSTLLPSLQEVFASISSTDASFEPSVALASLVQHIPLQMITVLIRSLTTDPNVKDASMTQALCRMIDWLSWPLAQHVDTWVIALLKGLAAV.... Result: 0 (no interaction). (3) The miRNA is mmu-miR-532-5p with sequence CAUGCCUUGAGUGUAGGACCGU. The protein sequence of the target gene is MTLNSSTEDGIKRIQDDCPKAGRHNYIFVMIPTLYSIIFVVGIFGNSLVVIVIYFYMKLKTVASVFLLNLALADLCFLLTLPLWAVYTAMEYRWPFGNHLCKIASASVSFNLYASVFLLTCLSIDRYLAIVHPMKSRLRRTMLVAKVTCIIIWLMAGLASLPAVIYRNVYFIENTNITVCAFHYESQNSTLPIGLGLTKNILGFVFPFLIILTSYTLIWKALKKAYKIQKNTPRNDDIFRIIMAIVLFFFFSWVPHQIFTFLDVLIQLGIIRDCEIADIVDTAMPITICIAYFNNCLNPL.... Result: 0 (no interaction). (4) The miRNA is mmu-miR-136-5p with sequence ACUCCAUUUGUUUUGAUGAUGG. The protein sequence of the target gene is MVSSNGSQCPYDDSFKYTLYGCMFSMVFVLGLISNCVAIYIFICALKVRNETTTYMINLAMSDLLFVFTLPFRIFYFATRNWPFGDLLCKISVMLFYTNMYGSILFLTCISVDRFLAIVYPFKSKTLRTKRNAKIVCIAVWFTVMGGSAPAVFFQSTHSQGNNTSEACFENFPAATWKTYLSRIVIFIEIVGFFIPLILNVTCSSMVLRTLNKPVTLSRSKMNKTKVLKMIFVHLVIFCFCFVPYNINLILYSLMRTQTFVNCSVVAAVRTMYPITLCIAVSNCCFDPIVYYFTSDTIQN.... Result: 0 (no interaction). (5) The miRNA is mmu-miR-133a-3p with sequence UUUGGUCCCCUUCAACCAGCUG. The protein sequence of the target gene is MSWFSGLLVPKVDERKTAWGERNGQKRPRHANRASGFCAPRYMSCLKNAEPPSPTPAAHTRCPWQDEAFIRRAGPGRGVELGLRSVALGFDDTEVTTPMGTAEVAPDTSPRSGPSCWHRLVQVFQSKQFRSAKLERLYQRYFFQMNQSSLTLLMAVLVLLMAVLLTFHAAPAQPQPAYVALLTCASVLFVVLMVVCNRHSFRQDSMWVVSYVVLGILAAVQVGGALAANPHSPSAGLWCPVFFVYITYTLLPIRMRAAVLSGLGLSTLHLILAWQLNSSDPFLWKQLGANVVLFLCTNAI.... Result: 1 (interaction). (6) Result: 0 (no interaction). The protein sequence of the target gene is MSFNLQSSKKLFIFLGKSLFSLLEAMIFALLPKPRKNVAGEIVLITGAGSGLGRLLALQFARLGSVLVLWDINKEGNEETCKMAREAGATRVHAYTCDCSQKEGVYRVADQVKKEVGDVSILINNAGIVTGKKFLDCPDELMEKSFDVNFKAHLWTYKAFLPAMIANDHGHLVCISSSAGLSGVNGLADYCASKFAAFGFAESVFVETFVQKQKGIKTTIVCPFFIKTGMFEGCTTGCPSLLPILEPKYAVEKIVEAILQEKMYLYMPKLLYFMMFLKSFLPLKTGLLIADYLGILHAMD.... The miRNA is mmu-miR-874-3p with sequence CUGCCCUGGCCCGAGGGACCGA. (7) The miRNA is mmu-miR-3059-5p with sequence UUUCCUCUCUGCCCCAUAGGGU. The protein sequence of the target gene is MSSTESAGRTADKSPRQQVDRLLVGLRWRRLEEPLGFIKVLQWLFAIFAFGSCGSYSGETGAMVRCNNEAKDVSSIIVAFGYPFRLHRIQYEMPLCDEESSSKTMHLMGDFSAPAEFFVTLGIFSFFYTMAALVIYLRFHNLYTENKRFPLVDFCVTVSFTFFWLVAAAAWGKGLTDVKGATRPSSLTAAMSVCHGEEAVCSAGATPSMGLANISVLFGFINFFLWAGNCWFVFKETPWHGQGQGQDQDQDQDQGQGPSQESAAEQGAVEKQ. Result: 0 (no interaction).